Dataset: Drug-target binding data from BindingDB using IC50 measurements. Task: Regression. Given a target protein amino acid sequence and a drug SMILES string, predict the binding affinity score between them. We predict pIC50 (pIC50 = -log10(IC50 in M); higher means more potent). Dataset: bindingdb_ic50. (1) The pIC50 is 4.0. The small molecule is O=C1NC(=S)N(Cc2ccccc2)/C1=C\c1ccc2[nH]ccc2c1. The target protein (Q9NUW8) has sequence MSQEGDYGRWTISSSDESEEEKPKPDKPSTSSLLCARQGAANEPRYTCSEAQKAAHKRKISPVKFSNTDSVLPPKRQKSGSQEDLGWCLSSSDDELQPEMPQKQAEKVVIKKEKDISAPNDGTAQRTENHGAPACHRLKEEEDEYETSGEGQDIWDMLDKGNPFQFYLTRVSGVKPKYNSGALHIKDILSPLFGTLVSSAQFNYCFDVDWLVKQYPPEFRKKPILLVHGDKREAKAHLHAQAKPYENISLCQAKLDIAFGTHHTKMMLLLYEEGLRVVIHTSNLIHADWHQKTQGIWLSPLYPRIADGTHKSGESPTHFKADLISYLMAYNAPSLKEWIDVIHKHDLSETNVYLIGSTPGRFQGSQKDNWGHFRLKKLLKDHASSMPNAESWPVVGQFSSVGSLGADESKWLCSEFKESMLTLGKESKTPGKSSVPLYLIYPSVENVRTSLEGYPAGGSLPYSIQTAEKQNWLHSYFHKWSAETSGRSNAMPHIKTYMRP.... (2) The compound is CC(C)=CCCC(C)SCC/C(C)=C/CC/C=C(\C)CC/C=C(\C)CCC1OC1(C)C. The target protein sequence is MYYSEEIGLPKTDISRWRLRSDALGRETWHYLSQSECESEPQSTFVQWLLESPDFPSPPSSDIHTSGEAARKGADFLKLLQLDNGIFPCQYKGPMFMTIGYVTANYYSKTEIPEPYRVEMIRYIVNTAHPVDGGWGLHSVDKSTCFGTTMNYVCLRLLGMEKDHPVLVKARKTLHRLGGAIKNPHWGKAWLSILNLYEWEGVNPAPPELWRLPYWLPIHPAKWWVHTRAIYLPLGYTSANRVQCELDPLLKEIRNEIYVPSQLPYESIKFGNQRNNVCGVDLYYPHTKILDFANSILSKWEAVRPKWLLNWVNKKVYDLIVKEYQNTEYLCIAPVSFAFNMVVTCHYEGSESENFKKLQNRMNDVLFHGPQGMTVMGTNGVQVWDAAFMVQYFFMTGLVDDPKYHDMIRKSYLFLVRSQFTENCVDGSFRDRRKGAWPFSTKEQGYTVSDCTAEAMKAIIMVRNHASFADIRDEIKDENLFDAVEVLLQIQNVGEWEYGS.... The pIC50 is 9.5. (3) The small molecule is CCCn1cc(-c2cnc(-c3cnc4cc(Cl)cnn34)cc2NC2CC2)nn1. The target protein (P48544) has sequence MAGDSRNAMNQDMEIGVTPWDPKKIPKQARDYVPIATDRTRLLAEGKKPRQRYMEKSGKCNVHHGNVQETYRYLSDLFTTLVDLKWRFNLLVFTMVYTVTWLFFGFIWWLIAYIRGDLDHVGDQEWIPCVENLSGFVSAFLFSIETETTIGYGFRVITEKCPEGIILLLVQAILGSIVNAFMVGCMFVKISQPKKRAETLMFSNNAVISMRDEKLCLMFRVGDLRNSHIVEASIRAKLIKSRQTKEGEFIPLNQTDINVGFDTGDDRLFLVSPLIISHEINQKSPFWEMSQAQLHQEEFEVVVILEGMVEATGMTCQARSSYMDTEVLWGHRFTPVLTLEKGFYEVDYNTFHDTYETNTPSCCAKELAEMKREGRLLQYLPSPPLLGGCAEAGLDAEAEQNEEDEPKGLGGSREARGSV. The pIC50 is 8.5. (4) The small molecule is Cc1nc(C)nc(N2C[C@H](C)N(c3ccnc([C@@H](C)O)n3)[C@H](C)C2)n1. The target protein (P27867) has sequence MAAPAKGENLSLVVHGPGDIRLENYPIPELGPNDVLLKMHSVGICGSDVHYWEHGRIGDFVVKKPMVLGHEAAGTVTKVGPMVKHLKPGDRVAIEPGVPREIDEFCKIGRYNLTPSIFFCATPPDDGNLCRFYKHSADFCYKLPDSVTFEEGALIEPLSVGIYACRRGSVSLGNKVLVCGAGPIGIVTLLVAKAMGASQVVVIDLSASRLAKAKEVGADFTIQVAKETPHDIAKKVESVLGSKPEVTIECTGAESSVQTGIYATHSGGTLVVVGMGPEMINLPLVHAAVREVDIKGVFRYCNTWPMAVSMLASKTLNVKPLVTHRFPLEKAVEAFETAKKGLGLKVMIKCDPNDQNP. The pIC50 is 8.0. (5) The small molecule is Cc1cccc(-c2ccc3c(O)oc(=O)c(C(=O)NCC(=O)O)c3c2)c1. The target protein (P59722) has sequence PRAQPAPAQPRVAPPPGGAPGAARAGGAARRGDSSTAASRVPGPEDATQAGSGPGPAEPSSEDPPPSRSPGPERASLCPAGGGPGEALSPSGGLRPNGQTKPLPALKLALEYIVPCMNKHGICVVDDFLGRETGQQIGDEVRALHDTGKFTDGQLVSQKSDSSKDIRGDKITWIEGKEPGCETIGLLMSSMDDLIRHCSGKLGNYRINGRTKAMVACYPGNGTGYVRHVDNPNGDGRCVTCIYYLNKDWDAKVSGGILRIFPEGKAQFADIEPKFDRLLFFWSDRRNPHEVQPAYATRYAITVWYFDADERARAKVKYLTGEKGVRVELKPNSVSKDV. The pIC50 is 6.5. (6) The compound is O=C(CO)N[C@@H](CCCCCS)C(=O)NC1CCCC1. The target protein (Q9Z2V5) has sequence MTSTGQDSSTRQRKSRHNPQSPLQESSATLKRGGKKCAVPHSSPNLAEVKKKGKMKKLSQPAEEDLVVGLQGLDLNPETRVPVGTGLVFDEQLNDFHCLWDDSFPESPERLHAIREQLILEGLLGRCVSFQARFAEKEELMLVHSLEYIDLMETTQYMNEGELRVLAETYDSVYLHPNSYSCACLATGSVLRLVDALMGAEIRNGMAVIRPPGHHAQHNLMDGYCMFNHLAVAARYAQKKHRIQRVLIVDWDVHHGQGTQFIFDQDPSVLYFSIHRYEHGRFWPHLKASNWSTIGFGQGQGYTINVPWNQTGMRDADYIAAFLHILLPVASEFQPQLVLVAAGFDALHGDPKGEMAATPAGFAHLTHLLMGLAGGKLILSLEGGYNLRALAKGVSASLHTLLGDPCPMLESCVVPCASAQTSIYCTLEALEPFWEVLERSVETQEEDEVEEAVLEEEEEEGGWEATALPMDTWPLLQNRTGLVYDEKMMSHCNLWDNHHP.... The pIC50 is 6.8. (7) The small molecule is C=C=CCN. The target protein (Q9TTK6) has sequence MNQKTTLVLLALAVITIFALVCVLIAGRGGDGGEASQPHYCPSGTPSVQPWTHPGQNQLFADLSREELTAVMSFLTQKLGPDLVDAAQARPSDNCIFSVELQLPPKAAALAHLDRRSPPPAREALAIVFFGGQPQPNVTELVVGPLPQPSYMRDVTVERHGGPLPYYRRPVLLREYLDIDQMIFNRELPQAAGVLHHCCSYKQGGGNLVTMTTAPRGLQSGDRATWFGLYYNISGAGYYLHPVGLELLVDHKALDPAQWTIQKVFFQGRYYESLAQLEEQFEAGRVNVVVIPNNGTGGSWSLKSQVPPGPTPPLQFHPQGTRFSVQGSRVTSSLWTFSFGLGAFSGPRIFDIRFQGERLAYEISLQEAVAIYGGNTPAAMLTRYMDGCFGMGKFATPLTRGVDCPYLATYVDWHFLLESQAPRTLHDAFCVFEQNKGLPLRRHHSDFISQYFGGVVETVLVFRSVSTLLNYDYVWDMVFHPNGAIEVKFHATGYISSAFF.... The pIC50 is 6.3. (8) The small molecule is CCCCCC(O)c1ccc(CN(CCCCCCC(=O)O)S(C)(=O)=O)cc1. The target protein (P43114) has sequence MSIPGVNASFSSTPERLNSPVTIPAVMFIFGVVGNLVAIVVLCKSRKEQKETTFYTLVCGLAVTDLLGTLLVSPVTIATYMKGQWPGDQALCDYSTFILLFFGLSGLSIICAMSIERYLAINHAYFYSHYVDKRLAGLTLFAVYASNVLFCALPNMGLGRSERQYPGTWCFIDWTTNVTAYAAFSYMYAGFSSFLILATVLCNVLVCGALLRMLRQFMRRTSLGTEQHHAAAAAAVASVACRGHAAASPALQRLSDFRRRRSFRRIAGAEIQMVILLIATSLVVLICSIPLVVRVFINQLYQPSVVKDISRNPDLQAIRIASVNPILDPWIYILLRKTVLSKAIEKIKCLFCRIGGSGRDGSAQHCSESRRTSSAMSGHSRSFLSRELREISSTSHTLLYLPDLTESSLGGKNLLPGTHGMGLTQADTTSLRTLRISETSDSSQGQDSESVLLVDEVSGSQREEPASKGNSLQVTFPSETLKLSEKCI. The pIC50 is 5.5. (9) The small molecule is CN1C(=O)[C@H](CCCCN)NC(=O)[C@H](CCCN)NCc2cc(Br)ccc2Sc2c(Cl)cccc2CNC(=O)[C@@H]1Cc1c[nH]c2ccccc12. The target protein (A3M3H0) has sequence MNKVYKVIWNASIGAWVATSEIAKSKTKTKSKTLNLSAAVLSGVICFAPNAFAGTNTEGGIGQGTSISGTTSCREGSANTANQKDIAIGCGAQTQDRTGSNIANRNNPYNNSTGAYAGAMKQGGAISVGTGAVVEKGLGTAIGSYATTQGISGVAIGTGALSSGNTALAVGRQSAATADFSQAIGNVAAATGKGSLAIGHSATAEGYRSIAIGSPDIENADPVAGQAGAAYQPKMATKATGKDSIAFGGGAVATEENALAIGAFSESKGKKSVAIGTGAKAQKDNAVVIGDQAEASFEGGVAIGKGARSEAENSIALGKDSKASQATGESFLTKQSAPTGVLSIGDIGTERRIQNVADGAADSDAATVRQLKAARTHYVSINDNGQPGGNFENDGATGRNAIAVGVNASAAGREAMAIGGNAQAIGSGAIAMGSSSQTVGRGDVAIGRNASTQGAEGVNSNQSVAIGDQTKAIGDQSVAIGADVIAKGNSSVAIGGDDVD.... The pIC50 is 5.8.